Dataset: CYP2C9 inhibition data for predicting drug metabolism from PubChem BioAssay. Task: Regression/Classification. Given a drug SMILES string, predict its absorption, distribution, metabolism, or excretion properties. Task type varies by dataset: regression for continuous measurements (e.g., permeability, clearance, half-life) or binary classification for categorical outcomes (e.g., BBB penetration, CYP inhibition). Dataset: cyp2c9_veith. (1) The compound is COc1ncc2nc(CCc3ccccc3)c(=O)n(Cc3cccs3)c2n1. The result is 1 (inhibitor). (2) The molecule is c1ccc([C@H](CCN2CCCC2)c2ccccn2)cc1. The result is 0 (non-inhibitor). (3) The drug is COc1cc(NC(=O)c2cc3nc(-c4ccccc4)cc(-c4ccccc4)n3n2)cc(OC)c1OC. The result is 1 (inhibitor). (4) The drug is Cc1nnc(-c2cnn(-c3ccccc3)c2N)n1Cc1ccc(F)cc1. The result is 1 (inhibitor). (5) The molecule is Cc1ccc(-c2cnc(NC(=O)CCC(=O)N3CCCCC3)n2C)cc1. The result is 0 (non-inhibitor). (6) The compound is COc1cc(C[C@H]2C(=O)OC[C@@H]2Cc2ccc(OC)c(OC)c2)ccc1O. The result is 1 (inhibitor). (7) The molecule is O=C(CCN1CCN(c2ccccc2F)CC1)Nc1ccccc1F. The result is 1 (inhibitor). (8) The drug is Oc1ccc2c3c1O[C@H]1[C@@H](O)CC[C@]4(O)[C@H](C2)N(CC2CCC2)CC[C@@]314. The result is 0 (non-inhibitor). (9) The drug is CCSc1nc2nc(C)cc(C)n2n1. The result is 0 (non-inhibitor). (10) The molecule is NCCS. The result is 0 (non-inhibitor).